Predict the reaction yield, written as a fraction of the theoretical maximum amount of product (1.0 means a 100% yield; for example, 0.34 means a 34% yield). From a dataset of Reaction yield outcomes from USPTO patents with 853,638 reactions. (1) The reactants are Cl.N[C@H]([C:5]1[C:6]([Cl:14])=[C:7]([CH:11]=[CH:12][CH:13]=1)[C:8]([OH:10])=[O:9])C.C1COCC1.[CH3:20][CH2:21][N:22](C(C)C)C(C)C.[C:37](O[C:37]([O:39][C:40]([CH3:43])([CH3:42])[CH3:41])=[O:38])([O:39][C:40]([CH3:43])([CH3:42])[CH3:41])=[O:38]. The catalyst is CN1C(=O)CCC1. The product is [C:40]([O:39][C:37]([NH:22][C@H:21]([C:13]1[CH:12]=[CH:11][C:7]([C:8]([OH:10])=[O:9])=[C:6]([Cl:14])[CH:5]=1)[CH3:20])=[O:38])([CH3:41])([CH3:42])[CH3:43]. The yield is 1.39. (2) The reactants are [CH3:1][N:2](C(ON1N=NC2C=CC=NC1=2)=[N+](C)C)[CH3:3].F[P-](F)(F)(F)(F)F.[NH2:25][C:26]1[CH:34]=[CH:33][C:29]([C:30](O)=[O:31])=[CH:28][C:27]=1[O:35][CH3:36].CCN(C(C)C)C(C)C.CNC. The catalyst is C1COCC1. The product is [NH2:25][C:26]1[CH:34]=[CH:33][C:29]([C:30]([N:2]([CH3:3])[CH3:1])=[O:31])=[CH:28][C:27]=1[O:35][CH3:36]. The yield is 0.590. (3) The reactants are [CH2:1]1[CH2:20][O:19][C:3]([CH2:10][CH2:11][CH2:12][CH2:13][CH2:14][CH2:15][CH2:16][CH2:17][CH3:18])([CH2:4][C:5]([O:7]CC)=[O:6])[O:2]1.O[Li].O.C1COCC1.Cl. The catalyst is O. The product is [CH2:20]1[CH2:1][O:2][C:3]([CH2:10][CH2:11][CH2:12][CH2:13][CH2:14][CH2:15][CH2:16][CH2:17][CH3:18])([CH2:4][C:5]([OH:7])=[O:6])[O:19]1. The yield is 0.810. (4) The reactants are C([Li])(C)(C)C.[CH3:6][CH2:7][CH2:8][CH2:9]C.[CH3:11][CH2:12][O:13][CH2:14][CH3:15]. No catalyst specified. The product is [CH2:6]([C:11]1[CH:15]=[CH:14][O:13][CH:12]=1)[CH2:7][CH2:8][CH3:9]. The yield is 1.00. (5) The reactants are Br[CH2:2][CH2:3][CH2:4][CH2:5][CH2:6][C:7]([NH:9][C:10]1[C:11]([S:17][CH3:18])=[N:12][C:13]([CH3:16])=[CH:14][CH:15]=1)=[O:8].[SH:19][C:20]1[O:21][C:22]2[CH:28]=[CH:27][CH:26]=[CH:25][C:23]=2[N:24]=1.C1OCCOCCOCCOCCOCCOC1.C(=O)([O-])[O-].[K+].[K+]. The catalyst is O.CN(C=O)C. The product is [O:21]1[C:22]2[CH:28]=[CH:27][CH:26]=[CH:25][C:23]=2[N:24]=[C:20]1[S:19][CH2:2][CH2:3][CH2:4][CH2:5][CH2:6][C:7]([NH:9][C:10]1[C:11]([S:17][CH3:18])=[N:12][C:13]([CH3:16])=[CH:14][CH:15]=1)=[O:8]. The yield is 0.780. (6) The reactants are [OH:1][C:2]1[CH:3]=[C:4]2[C:9](=[CH:10][CH:11]=1)[C:8](=[O:12])[CH2:7][CH2:6][CH2:5]2.[CH:13]1([CH2:16][CH2:17]O)[CH2:15][CH2:14]1.C1(P(C2C=CC=CC=2)C2C=CC=CC=2)C=CC=CC=1.CCOC(/N=N/C(OCC)=O)=O. The catalyst is C1COCC1. The product is [CH:13]1([CH2:16][CH2:17][O:1][C:2]2[CH:3]=[C:4]3[C:9](=[CH:10][CH:11]=2)[C:8](=[O:12])[CH2:7][CH2:6][CH2:5]3)[CH2:15][CH2:14]1. The yield is 0.330. (7) The reactants are [Al+3].[Cl-].[Cl-].[Cl-].[C:5](Cl)(=[O:7])[CH3:6].[Cl:9][C:10]1[CH:15]=[C:14]([O:16]C)[CH:13]=[CH:12][C:11]=1[O:18][CH3:19].Cl. The catalyst is C(Cl)Cl. The product is [Cl:9][C:10]1[C:11]([O:18][CH3:19])=[CH:12][C:13]([C:5](=[O:7])[CH3:6])=[C:14]([OH:16])[CH:15]=1. The yield is 0.850.